The task is: Predict the reaction yield, written as a fraction of the theoretical maximum amount of product (1.0 means a 100% yield; for example, 0.34 means a 34% yield).. This data is from Reaction yield outcomes from USPTO patents with 853,638 reactions. (1) The reactants are [C:1]([O:4][C@@H:5]1[C@@H:10]([O:11][C:12](=[O:14])[CH3:13])[C@H:9]([O:15][C:16](=[O:18])[CH3:17])[C@@H:8]([O:19]/[C:20](/[C:29]([O:31][CH2:32][CH3:33])=[O:30])=[CH:21]\[C:22]2[CH:27]=[CH:26][CH:25]=[CH:24][C:23]=2[F:28])[O:7][C@H:6]1[CH2:34][O:35][C:36](=[O:38])[CH3:37])(=[O:3])[CH3:2].FC1C=CC=CC=1CC(=O)C(OCC)=O.[H-].[Na+].[Br-].C(O[C@@H]1[C@@H](OC(=O)C)[C@@H](OC(=O)C)[C@@H](COC(=O)C)O[C@@H]1O)(=O)C. No catalyst specified. The product is [C:1]([O:4][C@H:5]1[C@@H:10]([O:11][C:12](=[O:14])[CH3:13])[C@H:9]([O:15][C:16](=[O:18])[CH3:17])[C@@H:8]([O:19]/[C:20](/[C:29]([O:31][CH2:32][CH3:33])=[O:30])=[CH:21]\[C:22]2[CH:27]=[CH:26][CH:25]=[CH:24][C:23]=2[F:28])[O:7][C@H:6]1[CH2:34][O:35][C:36](=[O:38])[CH3:37])(=[O:3])[CH3:2]. The yield is 0.790. (2) The catalyst is C(COC)OC. The product is [CH2:1]([N:8]([CH2:17][C:18]1[CH:23]=[CH:22][CH:21]=[CH:20][CH:19]=1)[C:9]1[CH2:13][O:12][C:11](=[O:14])[CH:10]=1)[C:2]1[CH:3]=[CH:4][CH:5]=[CH:6][CH:7]=1. The yield is 0.680. The reactants are [CH2:1]([NH:8][C:9]1[CH2:13][O:12][C:11](=[O:14])[CH:10]=1)[C:2]1[CH:7]=[CH:6][CH:5]=[CH:4][CH:3]=1.[OH-].[Na+].[CH2:17](Cl)[C:18]1[CH:23]=[CH:22][CH:21]=[CH:20][CH:19]=1.